From a dataset of Reaction yield outcomes from USPTO patents with 853,638 reactions. Predict the reaction yield, written as a fraction of the theoretical maximum amount of product (1.0 means a 100% yield; for example, 0.34 means a 34% yield). (1) The catalyst is C1(C)C=CC=CC=1. The yield is 0.793. The reactants are [Cl:1][C:2]1[CH:16]=[CH:15][C:14]([Cl:17])=[CH:13][C:3]=1[C:4]([C:6]1[CH:11]=[CH:10][C:9](F)=[CH:8][CH:7]=1)=[O:5].[NH:18]1[CH:22]=[CH:21][CH:20]=[CH:19]1.C(=O)([O-])[O-].[K+].[K+].O. The product is [Cl:1][C:2]1[CH:16]=[CH:15][C:14]([Cl:17])=[CH:13][C:3]=1[C:4]([C:6]1[CH:11]=[CH:10][C:9]([N:18]2[CH:22]=[CH:21][CH:20]=[CH:19]2)=[CH:8][CH:7]=1)=[O:5]. (2) The reactants are [N+:1]([C:4]1[CH:9]=[CH:8][CH:7]=[CH:6][C:5]=1[C:10]1[CH:15]=[CH:14][CH:13]=[CH:12][CH:11]=1)([O-:3])=[O:2].Cl.CO[NH2:19].CC(C)([O-])C.[K+]. The catalyst is CN(C=O)C.[Cu]Cl. The product is [NH2:19][C:9]1[CH:8]=[CH:7][CH:6]=[C:5]([C:10]2[CH:11]=[CH:12][CH:13]=[CH:14][CH:15]=2)[C:4]=1[N+:1]([O-:3])=[O:2]. The yield is 0.270. (3) The reactants are O=[C:2]([C:9]1[CH:14]=[CH:13][N:12]=[CH:11][N:10]=1)[CH2:3][C:4]([O:6]CC)=O.[CH3:15][NH:16][C:17]([NH2:19])=[S:18].C1CCN2C(=NCCC2)CC1.CS(O)(=O)=O. The catalyst is C(O)C.O. The product is [SH:18][C:17]1[N:16]([CH3:15])[C:4](=[O:6])[CH:3]=[C:2]([C:9]2[CH:14]=[CH:13][N:12]=[CH:11][N:10]=2)[N:19]=1. The yield is 0.780. (4) The reactants are C([O:8][C:9]([C:11]1[N:12]=[C:13]([CH:16]([CH2:22][C:23]2[CH:28]=[CH:27][C:26]([O:29][CH2:30][CH2:31][C:32]3[CH:37]=[CH:36][CH:35]=[C:34]([NH:38][CH3:39])[N:33]=3)=[CH:25][CH:24]=2)[CH2:17][C:18]([O:20][CH3:21])=[O:19])[O:14][CH:15]=1)=[O:10])C1C=CC=CC=1. The catalyst is CCO.[Pd]. The product is [C:9]([C:11]1[N:12]=[C:13]([CH:16]([CH2:22][C:23]2[CH:28]=[CH:27][C:26]([O:29][CH2:30][CH2:31][C:32]3[CH:37]=[CH:36][CH:35]=[C:34]([NH:38][CH3:39])[N:33]=3)=[CH:25][CH:24]=2)[CH2:17][C:18]([O:20][CH3:21])=[O:19])[O:14][CH:15]=1)([OH:10])=[O:8]. The yield is 0.850. (5) The reactants are [OH:1][C:2]1[CH:7]=[CH:6][CH:5]=[CH:4][C:3]=1[CH2:8][C:9]([O:11][CH2:12][C:13]1[CH:18]=[CH:17][C:16]([O:19][CH3:20])=[CH:15][CH:14]=1)=[O:10].C1CCC(N=C=NC2CCCCC2)CC1.CN(C1C=CC=CN=1)C.[C:45]([NH:55][C@H:56]([C:60](O)=[O:61])[CH:57]([CH3:59])[CH3:58])([O:47][CH2:48][C:49]1[CH:54]=[CH:53][CH:52]=[CH:51][CH:50]=1)=[O:46]. The catalyst is ClCCl. The product is [C:45]([NH:55][C@H:56]([C:60]([O:1][C:2]1[CH:7]=[CH:6][CH:5]=[CH:4][C:3]=1[CH2:8][C:9]([O:11][CH2:12][C:13]1[CH:14]=[CH:15][C:16]([O:19][CH3:20])=[CH:17][CH:18]=1)=[O:10])=[O:61])[CH:57]([CH3:59])[CH3:58])([O:47][CH2:48][C:49]1[CH:54]=[CH:53][CH:52]=[CH:51][CH:50]=1)=[O:46]. The yield is 0.930. (6) The reactants are [Br:1][C:2]1[CH:7]=[CH:6][C:5]([S:8](Cl)(=[O:10])=[O:9])=[CH:4][CH:3]=1.[NH:12]1[CH2:17][CH2:16][O:15][CH2:14][CH2:13]1. The catalyst is ClCCl. The product is [Br:1][C:2]1[CH:7]=[CH:6][C:5]([S:8]([N:12]2[CH2:17][CH2:16][O:15][CH2:14][CH2:13]2)(=[O:10])=[O:9])=[CH:4][CH:3]=1. The yield is 0.280. (7) The reactants are [F:1][C:2]1[C:7]2[O:8][CH2:9][O:10][C:6]=2[CH:5]=[C:4]([CH2:11]O)[CH:3]=1.C([O-])(O)=O.[Na+].O=S(Cl)[Cl:20]. No catalyst specified. The product is [Cl:20][CH2:11][C:4]1[CH:3]=[C:2]([F:1])[C:7]2[O:8][CH2:9][O:10][C:6]=2[CH:5]=1. The yield is 0.920. (8) The reactants are [H-].[Na+].[CH3:3][O:4][CH2:5][CH2:6][OH:7].Cl[C:9]1[N:14]=[C:13]([NH:15][CH3:16])[C:12]([N+:17]([O-:19])=[O:18])=[C:11]([NH:20][CH2:21][C:22]2[C:27]([CH3:28])=[CH:26][CH:25]=[CH:24][C:23]=2[CH2:29][CH3:30])[CH:10]=1. The catalyst is O. The product is [CH2:29]([C:23]1[CH:24]=[CH:25][CH:26]=[C:27]([CH3:28])[C:22]=1[CH2:21][NH:20][C:11]1[CH:10]=[C:9]([O:7][CH2:6][CH2:5][O:4][CH3:3])[N:14]=[C:13]([NH:15][CH3:16])[C:12]=1[N+:17]([O-:19])=[O:18])[CH3:30]. The yield is 0.860. (9) The reactants are [F:1][C:2]1[CH:11]=[C:10]([F:12])[CH:9]=[C:8]2[C:3]=1[CH:4]=[CH:5][C:6]([C:13](=O)[CH3:14])=[CH:7]2.C([O-])(=O)C.[NH4+].C([BH3-])#[N:22].[Na+]. The catalyst is CO. The product is [F:1][C:2]1[CH:11]=[C:10]([F:12])[CH:9]=[C:8]2[C:3]=1[CH:4]=[CH:5][C:6]([CH:13]([NH2:22])[CH3:14])=[CH:7]2. The yield is 0.380.